Dataset: Reaction yield outcomes from USPTO patents with 853,638 reactions. Task: Predict the reaction yield, written as a fraction of the theoretical maximum amount of product (1.0 means a 100% yield; for example, 0.34 means a 34% yield). (1) The reactants are [NH2:1][C:2]1[C:9](I)=[CH:8][C:5]([C:6]#[N:7])=[C:4]([CH3:11])[N:3]=1.C(N(CC)CC)C.N#N.[C:21]([Si:23]([CH3:26])([CH3:25])[CH3:24])#[CH:22]. The catalyst is Cl[Pd](Cl)([P](C1C=CC=CC=1)(C1C=CC=CC=1)C1C=CC=CC=1)[P](C1C=CC=CC=1)(C1C=CC=CC=1)C1C=CC=CC=1.[Cu]I.C(Cl)Cl.C1COCC1. The product is [NH2:1][C:2]1[C:9]([C:22]#[C:21][Si:23]([CH3:26])([CH3:25])[CH3:24])=[CH:8][C:5]([C:6]#[N:7])=[C:4]([CH3:11])[N:3]=1. The yield is 0.720. (2) The reactants are [NH2:1][C@H:2]1[CH2:7][CH2:6][C@H:5]([C:8]([OH:10])=[O:9])[CH2:4][CH2:3]1.O.C(=O)([O-])O.[Na+].[C:17]([O:21][C:22](O[C:22]([O:21][C:17]([CH3:20])([CH3:19])[CH3:18])=[O:23])=[O:23])([CH3:20])([CH3:19])[CH3:18]. The catalyst is O1CCOCC1. The product is [C:17]([O:21][C:22]([NH:1][C@H:2]1[CH2:7][CH2:6][C@H:5]([C:8]([OH:10])=[O:9])[CH2:4][CH2:3]1)=[O:23])([CH3:20])([CH3:19])[CH3:18]. The yield is 0.930.